Dataset: Full USPTO retrosynthesis dataset with 1.9M reactions from patents (1976-2016). Task: Predict the reactants needed to synthesize the given product. (1) The reactants are: [C:1]([O:5][C:6](/[C:8](=[CH:15]\[C:16](\[CH3:31])=[CH:17]\[CH:18]([CH3:30])[CH2:19][CH:20]([CH3:29])[CH2:21][CH:22]([CH3:28])[CH2:23][CH:24]([CH3:27])[CH2:25][CH3:26])/[CH2:9][CH:10]([CH3:14])[C:11]([OH:13])=[O:12])=[O:7])([CH3:4])([CH3:3])[CH3:2].O[CH2:33][C:34]([O:36][C:37]([CH3:40])([CH3:39])[CH3:38])=[O:35].CCN=C=NCCCN(C)C.Cl. Given the product [CH3:14][CH:10]([CH2:9]/[C:8](=[CH:15]/[C:16](/[CH3:31])=[CH:17]/[CH:18]([CH3:30])[CH2:19][CH:20]([CH3:29])[CH2:21][CH:22]([CH3:28])[CH2:23][CH:24]([CH3:27])[CH2:25][CH3:26])/[C:6]([O:5][C:1]([CH3:4])([CH3:3])[CH3:2])=[O:7])[C:11]([O:13][CH2:33][C:34]([O:36][C:37]([CH3:40])([CH3:39])[CH3:38])=[O:35])=[O:12], predict the reactants needed to synthesize it. (2) Given the product [Br:23][C:20]1[CH:19]=[CH:18][C:17]([C:16]([N:12]2[CH2:11][CH:10]3[CH:14]([CH2:15][NH:8][CH2:9]3)[CH2:13]2)=[O:24])=[CH:22][CH:21]=1, predict the reactants needed to synthesize it. The reactants are: C(OC([N:8]1[CH2:15][CH:14]2[CH:10]([CH2:11][N:12]([C:16](=[O:24])[C:17]3[CH:22]=[CH:21][C:20]([Br:23])=[CH:19][CH:18]=3)[CH2:13]2)[CH2:9]1)=O)(C)(C)C.